The task is: Predict the product of the given reaction.. This data is from Forward reaction prediction with 1.9M reactions from USPTO patents (1976-2016). (1) Given the reactants [Cl:1][C:2]1[N:10]=[CH:9][N:8]=[C:7]2[C:3]=1[N:4]=[CH:5][N:6]2[C@H:11]1[C@@H:15]2[O:16][C:17]([CH3:20])([CH3:19])[O:18][C@@H:14]2[C@@H:13]([CH2:21]O)[CH2:12]1.C1(P(C2C=CC=CC=2)C2C=CC=CC=2)C=CC=CC=1.N(C(OC(C)C)=O)=NC(OC(C)C)=O.C1C=CC(OP(OC2C=CC=CC=2)([N:65]=[N+:66]=[N-:67])=O)=CC=1, predict the reaction product. The product is: [N:65]([CH2:21][C@@H:13]1[C@H:14]2[O:18][C:17]([CH3:20])([CH3:19])[O:16][C@H:15]2[C@H:11]([N:6]2[CH:5]=[N:4][C:3]3[C:7]2=[N:8][CH:9]=[N:10][C:2]=3[Cl:1])[CH2:12]1)=[N+:66]=[N-:67]. (2) Given the reactants [Cl:1][C:2]1[C:3]([CH:21]([CH:23]2[CH2:27][CH2:26][C@@H:25]([N:28]([CH2:36][C:37]3[CH:42]=[CH:41][CH:40]=[CH:39][CH:38]=3)[CH2:29][C:30]3[CH:35]=[CH:34][CH:33]=[CH:32][CH:31]=3)[CH2:24]2)[OH:22])=[C:4]2[CH:10]=[CH:9][N:8]([Si:11]([CH:18]([CH3:20])[CH3:19])([CH:15]([CH3:17])[CH3:16])[CH:12]([CH3:14])[CH3:13])[C:5]2=[N:6][CH:7]=1.CC(OI1(OC(C)=O)(OC(C)=O)OC(=O)C2C=CC=CC1=2)=O, predict the reaction product. The product is: [Cl:1][C:2]1[C:3]([C:21]([CH:23]2[CH2:27][CH2:26][C@@H:25]([N:28]([CH2:36][C:37]3[CH:38]=[CH:39][CH:40]=[CH:41][CH:42]=3)[CH2:29][C:30]3[CH:31]=[CH:32][CH:33]=[CH:34][CH:35]=3)[CH2:24]2)=[O:22])=[C:4]2[CH:10]=[CH:9][N:8]([Si:11]([CH:18]([CH3:19])[CH3:20])([CH:15]([CH3:16])[CH3:17])[CH:12]([CH3:14])[CH3:13])[C:5]2=[N:6][CH:7]=1. (3) Given the reactants [CH3:1][C:2]1[C:7]([O:8][C:9]2[CH:14]=[CH:13][N:12]=[C:11]([NH:15][C:16](=[O:22])[O:17][C:18]([CH3:21])([CH3:20])[CH3:19])[CH:10]=2)=[CH:6][CH:5]=[C:4]([N+:23]([O-])=O)[N:3]=1.[NH4+].[Cl-], predict the reaction product. The product is: [NH2:23][C:4]1[N:3]=[C:2]([CH3:1])[C:7]([O:8][C:9]2[CH:14]=[CH:13][N:12]=[C:11]([NH:15][C:16](=[O:22])[O:17][C:18]([CH3:20])([CH3:19])[CH3:21])[CH:10]=2)=[CH:6][CH:5]=1. (4) The product is: [CH:1]1([CH2:6][CH:7]([C:17]2[NH:25][C:20]3=[N:21][CH:22]=[CH:23][CH:24]=[C:19]3[CH:18]=2)[C:8]2[CH:9]=[N:10][C:11]([O:14][CH2:15][CH3:16])=[CH:12][CH:13]=2)[CH2:5][CH2:4][CH2:3][CH2:2]1. Given the reactants [CH:1]1([CH:6]=[C:7]([C:17]2[NH:25][C:20]3=[N:21][CH:22]=[CH:23][CH:24]=[C:19]3[CH:18]=2)[C:8]2[CH:9]=[N:10][C:11]([O:14][CH2:15][CH3:16])=[CH:12][CH:13]=2)[CH2:5][CH2:4][CH2:3][CH2:2]1, predict the reaction product. (5) Given the reactants [C:1](Cl)(=[O:3])[CH3:2].[NH2:5][CH:6]([C:11]1[CH:16]=[C:15]([F:17])[CH:14]=[CH:13][C:12]=1[F:18])[CH2:7][C:8](O)=[O:9].Cl, predict the reaction product. The product is: [CH2:1]([O:3][C:8](=[O:9])[CH2:7][CH:6]([NH2:5])[C:11]1[CH:16]=[C:15]([F:17])[CH:14]=[CH:13][C:12]=1[F:18])[CH3:2].